This data is from Peptide-MHC class II binding affinity with 134,281 pairs from IEDB. The task is: Regression. Given a peptide amino acid sequence and an MHC pseudo amino acid sequence, predict their binding affinity value. This is MHC class II binding data. (1) The peptide sequence is RFTISRDNSKNTLYL. The MHC is DRB1_0405 with pseudo-sequence DRB1_0405. The binding affinity (normalized) is 0.198. (2) The peptide sequence is TLEVHAVKPAAEEVK. The MHC is HLA-DQA10501-DQB10201 with pseudo-sequence HLA-DQA10501-DQB10201. The binding affinity (normalized) is 0.195. (3) The peptide sequence is KHDDAIVRLRNAGIV. The MHC is DRB1_0701 with pseudo-sequence DRB1_0701. The binding affinity (normalized) is 0.675. (4) The peptide sequence is WKMLDPRQGLAVLRK. The MHC is HLA-DQA10201-DQB10301 with pseudo-sequence HLA-DQA10201-DQB10301. The binding affinity (normalized) is 0. (5) The peptide sequence is WCYYAAAQKEVSGVK. The MHC is DRB1_0901 with pseudo-sequence DRB1_0901. The binding affinity (normalized) is 0.763. (6) The peptide sequence is PFLLAQFTSAICSVV. The MHC is DRB1_0405 with pseudo-sequence DRB1_0405. The binding affinity (normalized) is 0.491. (7) The peptide sequence is GNSVMSPLFISTFTL. The MHC is DRB1_0301 with pseudo-sequence DRB1_0301. The binding affinity (normalized) is 0. (8) The peptide sequence is VQNTVEDLKLNTLGR. The MHC is DRB4_0101 with pseudo-sequence DRB4_0103. The binding affinity (normalized) is 0.418. (9) The peptide sequence is CGDGIFIFRDSDDWL. The MHC is HLA-DQA10201-DQB10301 with pseudo-sequence HLA-DQA10201-DQB10301. The binding affinity (normalized) is 0.348.